Dataset: Forward reaction prediction with 1.9M reactions from USPTO patents (1976-2016). Task: Predict the product of the given reaction. (1) Given the reactants [C:1]([O-:4])([O-])=O.[C:5]([O-])([O-])=O.[OH:9][OH:10].OO.OO.[Na+].[Na+].[Na+].[Na+].[C:19](Cl)(=[O:23])[CH:20]([CH3:22])[CH3:21].[C:25](Cl)(F)(F)[C:26](Cl)(Cl)F, predict the reaction product. The product is: [C:19]([O:9][O:10][C:1](=[O:4])[CH:25]([CH3:26])[CH3:5])(=[O:23])[CH:20]([CH3:22])[CH3:21]. (2) The product is: [ClH:13].[Cl:13][CH2:8][CH2:7][CH:6]([N:1]1[CH2:5][CH2:4][CH2:3][CH2:2]1)[CH3:10]. Given the reactants [N:1]1([CH:6]([CH3:10])[CH2:7][CH2:8]O)[CH2:5][CH2:4][CH2:3][CH2:2]1.S(Cl)([Cl:13])=O, predict the reaction product. (3) Given the reactants [NH2:1][C:2]1[C:3]([C:27]([O:29][CH2:30][CH3:31])=[O:28])=[N:4][C:5]([NH:17][C@H:18]([C:20]2[CH:25]=[CH:24][C:23]([F:26])=[CH:22][CH:21]=2)[CH3:19])=[N:6][C:7]=1[NH:8][C:9]1[CH:13]=[C:12]([CH:14]2[CH2:16][CH2:15]2)[NH:11][N:10]=1.[C:32](O)(=O)C.C(N)=N, predict the reaction product. The product is: [CH:14]1([C:12]2[NH:11][N:10]=[C:9]([N:8]3[CH:32]=[N:1][C:2]4[C:7]3=[N:6][C:5]([NH:17][C@H:18]([C:20]3[CH:25]=[CH:24][C:23]([F:26])=[CH:22][CH:21]=3)[CH3:19])=[N:4][C:3]=4[C:27]([O:29][CH2:30][CH3:31])=[O:28])[CH:13]=2)[CH2:16][CH2:15]1. (4) Given the reactants [C:1](=O)([O:27]C1C=CC([N+]([O-])=O)=CC=1)[O:2][CH:3]([C:23]([O:25][CH3:26])=[O:24])[CH2:4][C:5]1[CH:13]=[C:12]([CH3:14])[C:11]2[C:7](=[CH:8][N:9]([CH2:15][O:16][CH2:17][CH2:18][Si:19]([CH3:22])([CH3:21])[CH3:20])[N:10]=2)[CH:6]=1.[NH:38]1[CH2:43][CH2:42][CH:41]([N:44]2[CH2:53][C:52]3[C:47](=[CH:48][CH:49]=[CH:50][CH:51]=3)[NH:46][C:45]2=[O:54])[CH2:40][CH2:39]1.C(N(C(C)C)CC)(C)C, predict the reaction product. The product is: [O:54]=[C:45]1[N:44]([CH:41]2[CH2:42][CH2:43][N:38]([C:1]([O:2][CH:3]([C:23]([O:25][CH3:26])=[O:24])[CH2:4][C:5]3[CH:13]=[C:12]([CH3:14])[C:11]4[C:7](=[CH:8][N:9]([CH2:15][O:16][CH2:17][CH2:18][Si:19]([CH3:22])([CH3:21])[CH3:20])[N:10]=4)[CH:6]=3)=[O:27])[CH2:39][CH2:40]2)[CH2:53][C:52]2[C:47](=[CH:48][CH:49]=[CH:50][CH:51]=2)[NH:46]1.